This data is from Forward reaction prediction with 1.9M reactions from USPTO patents (1976-2016). The task is: Predict the product of the given reaction. (1) Given the reactants [O:1]=[C:2]1[CH2:5][CH:4]([C:6]([OH:8])=O)[CH2:3]1.CN(C(ON1N=NC2C=CC=NC1=2)=[N+](C)C)C.F[P-](F)(F)(F)(F)F.C(N(CC)C(C)C)(C)C.[Br:42][C:43]1[CH:44]=[C:45]([NH:50][CH3:51])[C:46]([NH2:49])=[CH:47][CH:48]=1, predict the reaction product. The product is: [Br:42][C:43]1[CH:48]=[CH:47][C:46]([NH:49][C:6]([CH:4]2[CH2:3][C:2](=[O:1])[CH2:5]2)=[O:8])=[C:45]([NH:50][CH3:51])[CH:44]=1. (2) Given the reactants [Cl:1][C:2]1[CH:3]=[C:4]([C:8]2[C:9]3[N:18]([CH2:19][C@H:20]4[CH2:25][CH2:24][C@H:23]([CH3:26])[CH2:22][CH2:21]4)[CH:17]=[C:16](I)[C:10]=3[N:11]=[C:12]([C:14]#[N:15])[N:13]=2)[CH:5]=[N:6][CH:7]=1.[CH:28]([C:30]1[CH:31]=[N:32][CH:33]=[CH:34][CH:35]=1)=[CH2:29].C(N(CC)CC)C.CC1C=CC=CC=1P(C1C=CC=CC=1C)C1C=CC=CC=1C, predict the reaction product. The product is: [Cl:1][C:2]1[CH:3]=[C:4]([C:8]2[C:9]3[N:18]([CH2:19][C@H:20]4[CH2:25][CH2:24][C@H:23]([CH3:26])[CH2:22][CH2:21]4)[CH:17]=[C:16](/[CH:29]=[CH:28]/[C:30]4[CH:31]=[N:32][CH:33]=[CH:34][CH:35]=4)[C:10]=3[N:11]=[C:12]([C:14]#[N:15])[N:13]=2)[CH:5]=[N:6][CH:7]=1.